Dataset: TCR-epitope binding with 47,182 pairs between 192 epitopes and 23,139 TCRs. Task: Binary Classification. Given a T-cell receptor sequence (or CDR3 region) and an epitope sequence, predict whether binding occurs between them. (1) The epitope is KPLEFGATSAAL. The TCR CDR3 sequence is CASADDLLGSYNEQFF. Result: 1 (the TCR binds to the epitope). (2) The epitope is RIFTIGTVTLK. The TCR CDR3 sequence is CASSLTGFYEQYF. Result: 0 (the TCR does not bind to the epitope). (3) The epitope is PKYVKQNTLKLAT. The TCR CDR3 sequence is CASWVGGREDSAQHF. Result: 1 (the TCR binds to the epitope). (4) The TCR CDR3 sequence is CASSVSAIYNEQFF. Result: 0 (the TCR does not bind to the epitope). The epitope is RQLLFVVEV. (5) The epitope is TTLPVNVAF. The TCR CDR3 sequence is CASSSIAGLASEQYF. Result: 0 (the TCR does not bind to the epitope). (6) The epitope is KLWAQCVQL. The TCR CDR3 sequence is CASSPIGGADEKLFF. Result: 0 (the TCR does not bind to the epitope). (7) The epitope is IPIQASLPF. Result: 0 (the TCR does not bind to the epitope). The TCR CDR3 sequence is CASSHASGGTDTQYF.